Dataset: Forward reaction prediction with 1.9M reactions from USPTO patents (1976-2016). Task: Predict the product of the given reaction. (1) Given the reactants [Br:1]C1C=CC(NC)=CC=1.[F:10][C:11]([F:16])([F:15])[C:12]([OH:14])=[O:13].[CH3:17][O:18][C:19]1[CH:20]=[C:21]([C@@:27]23[CH2:35][CH2:34][C@@H:33]([NH:36][C:37](=[O:47])[N:38]([C:40]4[CH:45]=[CH:44][C:43](F)=[CH:42][CH:41]=4)[CH3:39])[CH2:32][C@@H:31]2[N:30]([CH3:48])[CH2:29][CH2:28]3)[CH:22]=[CH:23][C:24]=1[O:25][CH3:26], predict the reaction product. The product is: [F:10][C:11]([F:16])([F:15])[C:12]([OH:14])=[O:13].[Br:1][C:43]1[CH:44]=[CH:45][C:40]([N:38]([CH3:39])[C:37]([NH:36][C@H:33]2[CH2:32][C@H:31]3[C@:27]([C:21]4[CH:22]=[CH:23][C:24]([O:25][CH3:26])=[C:19]([O:18][CH3:17])[CH:20]=4)([CH2:28][CH2:29][N:30]3[CH3:48])[CH2:35][CH2:34]2)=[O:47])=[CH:41][CH:42]=1. (2) Given the reactants [C:1]([NH2:9])(=[O:8])[C:2]1[CH:7]=[CH:6][CH:5]=[CH:4][CH:3]=1.C([O-])([O-])=O.[K+].[K+].[C@@H]1(N)CCCC[C@H]1N.Br[C:25]1[CH:30]=[CH:29][CH:28]=[CH:27][C:26]=1[O:31][CH3:32], predict the reaction product. The product is: [CH3:32][O:31][C:26]1[CH:27]=[CH:28][CH:29]=[CH:30][C:25]=1[NH:9][C:1](=[O:8])[C:2]1[CH:7]=[CH:6][CH:5]=[CH:4][CH:3]=1. (3) Given the reactants [Cl:1][C:2]1[CH:3]=[C:4]([CH2:10][S:11]([OH:14])(=O)=[O:12])[CH:5]=[C:6]([O:8][CH3:9])[CH:7]=1.C[N:16](C=O)C.C(Cl)(=O)C(Cl)=O.N, predict the reaction product. The product is: [Cl:1][C:2]1[CH:3]=[C:4]([CH2:10][S:11]([NH2:16])(=[O:14])=[O:12])[CH:5]=[C:6]([O:8][CH3:9])[CH:7]=1. (4) Given the reactants CC(C)([O-])C.[K+].[CH3:7][N:8]1[C:12]([C:13]([NH2:15])=[O:14])=[C:11]([NH:16][C:17](=O)[C:18]2[CH:23]=[C:22]([S:24](=[O:35])(=[O:34])[NH:25][CH2:26][CH2:27][CH:28]3[CH2:32][CH2:31][CH2:30][N:29]3[CH3:33])[CH:21]=[CH:20][C:19]=2[O:36][CH2:37][CH2:38][CH3:39])[C:10]([CH2:41][CH2:42][CH3:43])=[N:9]1, predict the reaction product. The product is: [CH3:7][N:8]1[C:12]2[C:13](=[O:14])[NH:15][C:17]([C:18]3[CH:23]=[C:22]([S:24]([NH:25][CH2:26][CH2:27][CH:28]4[CH2:32][CH2:31][CH2:30][N:29]4[CH3:33])(=[O:35])=[O:34])[CH:21]=[CH:20][C:19]=3[O:36][CH2:37][CH2:38][CH3:39])=[N:16][C:11]=2[C:10]([CH2:41][CH2:42][CH3:43])=[N:9]1. (5) The product is: [Br:21][CH2:2][C:3]1[CH:4]=[C:5]2[C:9](=[CH:10][CH:11]=1)[CH:8]([C:12]1[CH:17]=[CH:16][C:15]([F:18])=[CH:14][CH:13]=1)[O:7][CH2:6]2. Given the reactants O[CH2:2][C:3]1[CH:4]=[C:5]2[C:9](=[CH:10][CH:11]=1)[CH:8]([C:12]1[CH:17]=[CH:16][C:15]([F:18])=[CH:14][CH:13]=1)[O:7][CH2:6]2.S(Br)([Br:21])=O, predict the reaction product. (6) Given the reactants [Cl:1][C:2]1[CH:7]=[CH:6][CH:5]=[CH:4][C:3]=1[C@@H:8]([NH:23][S:24]([C:26]([CH3:29])([CH3:28])[CH3:27])=[O:25])[C:9]1[S:13][C:12]([NH:14]C(=O)OC(C)(C)C)=[N:11][C:10]=1[CH3:22].C(O)(C(F)(F)F)=O, predict the reaction product. The product is: [NH2:14][C:12]1[S:13][C:9]([C@@H:8]([C:3]2[CH:4]=[CH:5][CH:6]=[CH:7][C:2]=2[Cl:1])[NH:23][S@@:24]([C:26]([CH3:29])([CH3:27])[CH3:28])=[O:25])=[C:10]([CH3:22])[N:11]=1.[NH2:14][C:12]1[S:13][C:9]([C@H:8]([C:3]2[CH:4]=[CH:5][CH:6]=[CH:7][C:2]=2[Cl:1])[NH:23][S@@:24]([C:26]([CH3:29])([CH3:27])[CH3:28])=[O:25])=[C:10]([CH3:22])[N:11]=1. (7) Given the reactants C(OC([NH:8][C@@H:9]1[CH2:11][C@H:10]1[C:12]1[CH:13]=[C:14]([CH:19]=[CH:20][C:21]=1[F:22])[C:15]([O:17][CH3:18])=[O:16])=O)(C)(C)C.[ClH:23].CO, predict the reaction product. The product is: [ClH:23].[NH2:8][C@@H:9]1[CH2:11][C@H:10]1[C:12]1[CH:13]=[C:14]([CH:19]=[CH:20][C:21]=1[F:22])[C:15]([O:17][CH3:18])=[O:16]. (8) Given the reactants [CH2:1](I)[CH2:2][CH3:3].[SH:5][C:6]1[N:10]([CH2:11][C:12]2[CH:17]=[CH:16][C:15]([C:18]3[CH:23]=[CH:22][CH:21]=[CH:20][C:19]=3[C:24]3[NH:28][N:27]=[N:26][N:25]=3)=[CH:14][CH:13]=2)[C:9]2[C:29]([C:33]([O:35][CH2:36][CH3:37])=[O:34])=[CH:30][CH:31]=[CH:32][C:8]=2[N:7]=1.[OH-].[Na+].Cl, predict the reaction product. The product is: [CH2:1]([S:5][C:6]1[N:10]([CH2:11][C:12]2[CH:13]=[CH:14][C:15]([C:18]3[CH:23]=[CH:22][CH:21]=[CH:20][C:19]=3[C:24]3[NH:28][N:27]=[N:26][N:25]=3)=[CH:16][CH:17]=2)[C:9]2[C:29]([C:33]([O:35][CH2:36][CH3:37])=[O:34])=[CH:30][CH:31]=[CH:32][C:8]=2[N:7]=1)[CH2:2][CH3:3]. (9) Given the reactants [OH:1][C@@H:2]1[CH2:6][CH2:5][N:4]([CH:7]=[O:8])[CH2:3]1.[O:9]1[CH:14]=[CH:13][CH2:12][CH2:11][CH2:10]1.C1(C)C=CC(S(O)(=O)=O)=CC=1, predict the reaction product. The product is: [O:9]1[CH2:14][CH2:13][CH2:12][CH2:11][CH:10]1[O:1][CH:2]1[CH2:6][CH2:5][N:4]([CH:7]=[O:8])[CH2:3]1. (10) Given the reactants C(OC([N:8]1[CH2:13][CH2:12][CH:11]([N:14]([CH3:43])[C:15]2([CH:18]3[CH2:22][CH2:21][N:20]([C:23]4[C:32]([O:33][CH3:34])=[C:31]5[C:26]([C:27](=[O:41])[C:28]([C:38]([OH:40])=[O:39])=[CH:29][N:30]5[CH:35]5[CH2:37][CH2:36]5)=[CH:25][C:24]=4[F:42])[CH2:19]3)[CH2:17][CH2:16]2)[CH2:10][CH2:9]1)=O)(C)(C)C.FC(F)(F)C(O)=O, predict the reaction product. The product is: [CH:35]1([N:30]2[C:31]3[C:26](=[CH:25][C:24]([F:42])=[C:23]([N:20]4[CH2:21][CH2:22][CH:18]([C:15]5([N:14]([CH3:43])[CH:11]6[CH2:10][CH2:9][NH:8][CH2:13][CH2:12]6)[CH2:17][CH2:16]5)[CH2:19]4)[C:32]=3[O:33][CH3:34])[C:27](=[O:41])[C:28]([C:38]([OH:40])=[O:39])=[CH:29]2)[CH2:37][CH2:36]1.